From a dataset of Full USPTO retrosynthesis dataset with 1.9M reactions from patents (1976-2016). Predict the reactants needed to synthesize the given product. (1) Given the product [I:8][C:9]1[CH:10]=[CH:11][C:12]([C:15]2([NH2:18])[CH2:16][CH2:17]2)=[CH:13][CH:14]=1, predict the reactants needed to synthesize it. The reactants are: FC(F)(F)C(O)=O.[I:8][C:9]1[CH:14]=[CH:13][C:12]([C:15]2([NH:18]C(=O)OC(C)(C)C)[CH2:17][CH2:16]2)=[CH:11][CH:10]=1.C(=O)([O-])[O-].[K+].[K+]. (2) Given the product [CH:1]1([C:4]2[CH:5]=[N:6][C:7]([NH:14][C:15]3[CH:16]=[C:17]4[C:21](=[CH:22][CH:23]=3)[N:20]([CH2:31][CH:32]([CH2:35][CH3:36])[CH2:33][CH3:34])[CH:19]=[CH:18]4)=[C:8]([CH:13]=2)[C:9]([OH:11])=[O:10])[CH2:3][CH2:2]1, predict the reactants needed to synthesize it. The reactants are: [CH:1]1([C:4]2[CH:5]=[N:6][C:7]([NH:14][C:15]3[CH:16]=[C:17]4[C:21](=[CH:22][CH:23]=3)[NH:20][CH:19]=[CH:18]4)=[C:8]([CH:13]=2)[C:9]([O:11]C)=[O:10])[CH2:3][CH2:2]1.CC(C)([O-])C.[K+].Br[CH2:31][CH:32]([CH2:35][CH3:36])[CH2:33][CH3:34].[OH-].[Na+].Cl. (3) Given the product [F:14][CH:2]([F:1])[C:3]1[CH:4]=[CH:5][C:6]([F:13])=[C:7]([CH:12]=1)[C:8]([OH:10])=[O:9], predict the reactants needed to synthesize it. The reactants are: [F:1][CH:2]([F:14])[C:3]1[CH:4]=[CH:5][C:6]([F:13])=[C:7]([CH:12]=1)[C:8]([O:10]C)=[O:9].[Li+].[OH-].Cl. (4) Given the product [NH2:1][C:4]1[CH:5]=[C:6]2[C:10](=[CH:11][CH:12]=1)[N:9]([CH2:13][CH:14]([OH:16])[CH3:15])[N:8]=[CH:7]2, predict the reactants needed to synthesize it. The reactants are: [N+:1]([C:4]1[CH:5]=[C:6]2[C:10](=[CH:11][CH:12]=1)[N:9]([CH2:13][CH:14]([OH:16])[CH3:15])[N:8]=[CH:7]2)([O-])=O. (5) Given the product [Cl:9][C:4]1[N:5]=[C:6]([Cl:8])[N:7]=[C:2]([NH:10][CH3:11])[N:3]=1, predict the reactants needed to synthesize it. The reactants are: Cl[C:2]1[N:7]=[C:6]([Cl:8])[N:5]=[C:4]([Cl:9])[N:3]=1.[NH2:10][CH3:11].O.[OH-].[Na+]. (6) The reactants are: [C:1]([C:4]1[CH:11]=[CH:10][CH:9]=[CH:8][C:5]=1[CH:6]=O)(=[O:3])[CH3:2].[CH3:12][N:13]1[CH2:18][CH2:17][NH:16][CH2:15][CH2:14]1.[BH-](OC(C)=O)(OC(C)=O)OC(C)=O.[Na+].C(O)(=O)C. Given the product [CH3:12][N:13]1[CH2:18][CH2:17][N:16]([CH2:6][C:5]2[CH:8]=[CH:9][CH:10]=[CH:11][C:4]=2[C:1](=[O:3])[CH3:2])[CH2:15][CH2:14]1, predict the reactants needed to synthesize it. (7) Given the product [ClH:57].[ClH:57].[ClH:57].[CH3:52][N:27]([C:25](=[O:26])[CH2:24][CH2:23][CH2:22][CH2:21][CH2:20][N:19]([CH3:53])[CH2:18][C:17]1[CH:54]=[CH:55][C:14]([C:12](=[O:13])[CH2:11][CH2:10][CH2:9][NH:8][CH3:6])=[CH:15][CH:16]=1)[CH2:28][CH2:29][N:30]1[CH2:31][CH2:32][CH:33]([N:36]([C:40]2[CH:45]=[CH:44][CH:43]=[CH:42][C:41]=2[C:46]2[CH:51]=[CH:50][CH:49]=[CH:48][CH:47]=2)[C:37](=[O:38])[OH:39])[CH2:34][CH2:35]1, predict the reactants needed to synthesize it. The reactants are: C(O[C:6]([N:8](C)[CH2:9][CH2:10][CH2:11][C:12]([C:14]1[CH:55]=[CH:54][C:17]([CH2:18][N:19]([CH3:53])[CH2:20][CH2:21][CH2:22][CH2:23][CH2:24][C:25]([N:27]([CH3:52])[CH2:28][CH2:29][N:30]2[CH2:35][CH2:34][CH:33]([N:36]([C:40]3[CH:45]=[CH:44][CH:43]=[CH:42][C:41]=3[C:46]3[CH:51]=[CH:50][CH:49]=[CH:48][CH:47]=3)[C:37](=[O:39])[O-:38])[CH2:32][CH2:31]2)=[O:26])=[CH:16][CH:15]=1)=[O:13])=O)(C)(C)C.[ClH:57].O1CCOCC1.CO. (8) The reactants are: [NH2:1][C:2]1[CH:7]=[C:6]([Cl:8])[CH:5]=[CH:4][C:3]=1[OH:9].C(N(CC)CC)C.[Cl:17][C:18]1[CH:19]=[C:20]([CH:24]=[C:25]([Cl:27])[CH:26]=1)[C:21](Cl)=[O:22]. Given the product [Cl:8][C:6]1[CH:5]=[CH:4][C:3]([OH:9])=[C:2]([NH:1][C:21](=[O:22])[C:20]2[CH:19]=[C:18]([Cl:17])[CH:26]=[C:25]([Cl:27])[CH:24]=2)[CH:7]=1, predict the reactants needed to synthesize it.